From a dataset of Full USPTO retrosynthesis dataset with 1.9M reactions from patents (1976-2016). Predict the reactants needed to synthesize the given product. (1) Given the product [C:20]([O:24][C:25]([N:16]1[CH2:17][CH2:18][C:19]2[O:11][CH:12]=[CH:13][C:14]=2[CH2:15]1)=[O:26])([CH3:23])([CH3:22])[CH3:21], predict the reactants needed to synthesize it. The reactants are: C=O.O1C=CC=C1CCN.[O:11]1[C:19]2[CH2:18][CH2:17][NH:16][CH2:15][C:14]=2[CH:13]=[CH:12]1.[C:20]([O:24][C:25](O[C:25]([O:24][C:20]([CH3:23])([CH3:22])[CH3:21])=[O:26])=[O:26])([CH3:23])([CH3:22])[CH3:21]. (2) Given the product [NH2:13][C:11]1[CH:10]=[C:9]([NH:16][C:17](=[O:21])[CH:18]([CH3:19])[CH3:20])[CH:8]=[C:7]([N:4]2[CH2:5][CH2:6][O:1][CH2:2][CH2:3]2)[CH:12]=1, predict the reactants needed to synthesize it. The reactants are: [O:1]1[CH2:6][CH2:5][N:4]([C:7]2[CH:8]=[C:9]([NH:16][C:17](=[O:21])[CH:18]([CH3:20])[CH3:19])[CH:10]=[C:11]([N+:13]([O-])=O)[CH:12]=2)[CH2:3][CH2:2]1. (3) Given the product [I-:28].[CH3:29][N:3]1[C:2]([Cl:1])=[C:6]([Cl:7])[N+:5]([C:13]2[C:14]3[C:15](=[O:27])[C:16]4[C:21](=[CH:20][CH:19]=[CH:18][CH:17]=4)[C:22](=[O:26])[C:23]=3[CH:24]=[CH:25][C:12]=2[CH3:11])=[CH:4]1, predict the reactants needed to synthesize it. The reactants are: [Cl:1][C:2]1[N:3]=[CH:4][NH:5][C:6]=1[Cl:7].[OH-].[K+].Br[CH2:11][C:12]1[CH:25]=[CH:24][C:23]2[C:22](=[O:26])[C:21]3[C:16](=[CH:17][CH:18]=[CH:19][CH:20]=3)[C:15](=[O:27])[C:14]=2[CH:13]=1.[I:28][CH3:29]. (4) Given the product [CH3:12][CH2:13][C@@H:14]([NH:17][C:18]1[N:19]=[C:20]([NH:30][CH2:31][C:32]2[CH:33]=[CH:34][CH:35]=[CH:36][CH:37]=2)[C:21]2[N:26]=[CH:25][N:24]([CH:27]([CH3:29])[CH3:28])[C:22]=2[N:23]=1)[CH2:15][OH:16].[C:1]([O-:10])(=[O:9])[CH:2]([CH2:6][CH2:7][CH3:8])[CH2:3][CH2:4][CH3:5].[Na+:11], predict the reactants needed to synthesize it. The reactants are: [C:1]([O-:10])(=[O:9])[CH:2]([CH2:6][CH2:7][CH3:8])[CH2:3][CH2:4][CH3:5].[Na+:11].[CH3:12][CH2:13][C@@H:14]([NH:17][C:18]1[N:19]=[C:20]([NH:30][CH2:31][C:32]2[CH:33]=[CH:34][CH:35]=[CH:36][CH:37]=2)[C:21]2[N:26]=[CH:25][N:24]([CH:27]([CH3:29])[CH3:28])[C:22]=2[N:23]=1)[CH2:15][OH:16]. (5) Given the product [CH3:1][O:2][C:3]1[CH:12]=[C:11]2[C:6]([C:7]([CH3:22])=[C:8]([C:14]3[CH:15]=[N:16][C:17]([O:20][CH3:21])=[CH:18][CH:19]=3)[CH:9]([OH:13])[O:10]2)=[CH:5][CH:4]=1, predict the reactants needed to synthesize it. The reactants are: [CH3:1][O:2][C:3]1[CH:12]=[C:11]2[C:6]([C:7]([CH3:22])=[C:8]([C:14]3[CH:15]=[N:16][C:17]([O:20][CH3:21])=[CH:18][CH:19]=3)[C:9](=[O:13])[O:10]2)=[CH:5][CH:4]=1.[H-].C([Al+]CC(C)C)C(C)C.